Dataset: Catalyst prediction with 721,799 reactions and 888 catalyst types from USPTO. Task: Predict which catalyst facilitates the given reaction. (1) Reactant: [CH:1]1([CH2:7][NH2:8])[CH2:6][CH2:5][CH2:4][CH2:3][CH2:2]1.C(N(CC)C(C)C)(C)C.[Cl:18][C:19]1[N:24]=[C:23](Cl)[C:22]([N+:26]([O-:28])=[O:27])=[CH:21][N:20]=1. Product: [Cl:18][C:19]1[N:24]=[C:23]([NH:8][CH2:7][CH:1]2[CH2:6][CH2:5][CH2:4][CH2:3][CH2:2]2)[C:22]([N+:26]([O-:28])=[O:27])=[CH:21][N:20]=1. The catalyst class is: 4. (2) Reactant: Cl.[NH2:2][CH2:3][CH2:4][N:5]1[CH2:10][CH2:9][C:8]2[N:11]=[C:12]([C:14]([NH:16][C@@H:17]3[CH2:22][CH2:21][CH2:20][CH2:19][C@@H:18]3[NH:23][C:24]([C:26]3[NH:27][C:28]4[C:33]([CH:34]=3)=[CH:32][C:31]([Cl:35])=[CH:30][CH:29]=4)=[O:25])=[O:15])[S:13][C:7]=2[CH2:6]1.C(N(CC)CC)C.[C:43](OC(=O)C)(=[O:45])[CH3:44]. Product: [ClH:35].[C:43]([NH:2][CH2:3][CH2:4][N:5]1[CH2:10][CH2:9][C:8]2[N:11]=[C:12]([C:14]([NH:16][C@@H:17]3[CH2:22][CH2:21][CH2:20][CH2:19][C@@H:18]3[NH:23][C:24]([C:26]3[NH:27][C:28]4[C:33]([CH:34]=3)=[CH:32][C:31]([Cl:35])=[CH:30][CH:29]=4)=[O:25])=[O:15])[S:13][C:7]=2[CH2:6]1)(=[O:45])[CH3:44]. The catalyst class is: 9. (3) Reactant: [OH-].[Na+].C[O:4][C:5]([C:7]1[C:8]([CH3:20])=[N:9][N:10]([CH3:19])[C:11]=1[CH2:12][C:13]1[CH:18]=[CH:17][CH:16]=[CH:15][CH:14]=1)=[O:6]. Product: [CH2:12]([C:11]1[N:10]([CH3:19])[N:9]=[C:8]([CH3:20])[C:7]=1[C:5]([OH:6])=[O:4])[C:13]1[CH:18]=[CH:17][CH:16]=[CH:15][CH:14]=1. The catalyst class is: 5. (4) Reactant: [O:1]1[CH2:3][CH:2]1[CH2:4][N:5]1[C:13]2[CH2:12][CH2:11][N:10]([C:14](=[O:16])[CH3:15])[CH2:9][C:8]=2[C:7]([C:17]2[CH:22]=[CH:21][C:20]([C:23]([F:26])([F:25])[F:24])=[CH:19][CH:18]=2)=[N:6]1.[O-]S(C(F)(F)F)(=O)=O.[Yb+3].[O-]S(C(F)(F)F)(=O)=O.[O-]S(C(F)(F)F)(=O)=O.[C:52]([C:54]1[CH:59]=[CH:58][CH:57]=[CH:56][C:55]=1[N:60]1[CH2:65][CH2:64][NH:63][CH2:62][CH2:61]1)#[N:53].CO.C(Cl)Cl. Product: [C:14]([N:10]1[CH2:11][CH2:12][C:13]2[N:5]([CH2:4][CH:2]([OH:1])[CH2:3][N:63]3[CH2:62][CH2:61][N:60]([C:55]4[CH:56]=[CH:57][CH:58]=[CH:59][C:54]=4[C:52]#[N:53])[CH2:65][CH2:64]3)[N:6]=[C:7]([C:17]3[CH:18]=[CH:19][C:20]([C:23]([F:26])([F:25])[F:24])=[CH:21][CH:22]=3)[C:8]=2[CH2:9]1)(=[O:16])[CH3:15]. The catalyst class is: 34. (5) Reactant: O[CH:2]=[C:3]1[C:11]2[C:6](=[CH:7][C:8]([C:12]([C:14]3[CH:15]=[C:16]([NH:20][C:21]([C:23]4[CH:24]=[N:25][N:26]([CH3:29])[C:27]=4[Cl:28])=[O:22])[CH:17]=[CH:18][CH:19]=3)=[O:13])=[CH:9][CH:10]=2)[NH:5][C:4]1=[O:30].C1COCC1.[N:36]1([CH2:41][CH2:42][C:43]2[CH:48]=[CH:47][C:46]([NH2:49])=[CH:45][CH:44]=2)[CH2:40][CH2:39][CH2:38][CH2:37]1. Product: [O:30]=[C:4]1[C:3](=[CH:2][NH:49][C:46]2[CH:47]=[CH:48][C:43]([CH2:42][CH2:41][N:36]3[CH2:40][CH2:39][CH2:38][CH2:37]3)=[CH:44][CH:45]=2)[C:11]2[C:6](=[CH:7][C:8]([C:12]([C:14]3[CH:15]=[C:16]([NH:20][C:21]([C:23]4[CH:24]=[N:25][N:26]([CH3:29])[C:27]=4[Cl:28])=[O:22])[CH:17]=[CH:18][CH:19]=3)=[O:13])=[CH:9][CH:10]=2)[NH:5]1. The catalyst class is: 521. (6) Reactant: [NH2:1][C:2]1[CH:7]=[CH:6][C:5]([C:8]2[O:12][CH:11]=[N:10][CH:9]=2)=[C:4]([O:13][CH3:14])[CH:3]=1.[N+:15]([C:18]1[CH:19]=[C:20]([N:24]=[C:25]=[O:26])[CH:21]=[CH:22][CH:23]=1)([O-:17])=[O:16]. Product: [N+:15]([C:18]1[CH:19]=[C:20]([NH:24][C:25]([NH:1][C:2]2[CH:7]=[CH:6][C:5]([C:8]3[O:12][CH:11]=[N:10][CH:9]=3)=[C:4]([O:13][CH3:14])[CH:3]=2)=[O:26])[CH:21]=[CH:22][CH:23]=1)([O-:17])=[O:16]. The catalyst class is: 2. (7) Reactant: [CH3:1][O:2][C:3]1[CH:8]=[CH:7][C:6]([C:9]2[CH:17]=[CH:16][CH:15]=[C:14]3[C:10]=2[CH2:11][C:12](=[O:18])[NH:13]3)=[CH:5][CH:4]=1.[CH3:19][N:20]([CH3:36])[C@@H:21]1[CH2:25][CH2:24][N:23]([C:26]([C:28]2[CH:32]=[C:31]([CH3:33])[NH:30][C:29]=2[CH:34]=O)=[O:27])[CH2:22]1. Product: [CH3:19][N:20]([CH3:36])[C@@H:21]1[CH2:25][CH2:24][N:23]([C:26]([C:28]2[CH:32]=[C:31]([CH3:33])[NH:30][C:29]=2[CH:34]=[C:11]2[C:10]3[C:14](=[CH:15][CH:16]=[CH:17][C:9]=3[C:6]3[CH:7]=[CH:8][C:3]([O:2][CH3:1])=[CH:4][CH:5]=3)[NH:13][C:12]2=[O:18])=[O:27])[CH2:22]1. The catalyst class is: 360. (8) Reactant: [CH2:1](Br)[C:2]1[CH:7]=[CH:6][CH:5]=[CH:4][CH:3]=1.[Cl:9][C:10]1[C:26]2[C:14](=[C:15]([CH3:28])[C:16]3[NH:17][C:18]4[CH:19]=[CH:20][C:21]([OH:27])=[CH:22][C:23]=4[C:24]=3[CH:25]=2)[CH:13]=[CH:12][N:11]=1.CN(C=O)C.C([O-])([O-])=O.[K+].[K+]. Product: [Cl:9][C:10]1[C:26]2[C:14](=[C:15]([CH3:28])[C:16]3[NH:17][C:18]4[CH:19]=[CH:20][C:21]([O:27][CH2:1][C:2]5[CH:7]=[CH:6][CH:5]=[CH:4][CH:3]=5)=[CH:22][C:23]=4[C:24]=3[CH:25]=2)[CH:13]=[CH:12][N:11]=1. The catalyst class is: 21.